This data is from Forward reaction prediction with 1.9M reactions from USPTO patents (1976-2016). The task is: Predict the product of the given reaction. (1) The product is: [CH3:9][C:4]1[C:5]([OH:6])=[N:7][O:10][C:3]=1[C:2]([F:12])([F:11])[F:1]. Given the reactants [F:1][C:2]([F:12])([F:11])[C:3](=[O:10])[CH:4]([CH3:9])[C:5]([NH:7]O)=[O:6].O, predict the reaction product. (2) Given the reactants [Br-].[Br-].[CH2:3]([N+:5]1([CH2:11][CH2:12][O:13][CH2:14][CH2:15][O:16][CH2:17][CH2:18][CH:19]2[O:24][CH2:23][CH2:22][NH+:21]([CH2:25][CH3:26])[CH2:20]2)[CH2:10][CH2:9][O:8][CH2:7][CH2:6]1)[CH3:4].[Li+].[F:28][P-:29]([F:34])([F:33])([F:32])([F:31])[F:30], predict the reaction product. The product is: [F:28][P-:29]([F:34])([F:33])([F:32])([F:31])[F:30].[CH2:3]([N+:5]1([CH2:11][CH2:12][O:13][CH2:14][CH2:15][O:16][CH2:17][CH2:18][CH:19]2[O:24][CH2:23][CH2:22][NH+:21]([CH2:25][CH3:26])[CH2:20]2)[CH2:6][CH2:7][O:8][CH2:9][CH2:10]1)[CH3:4].[F:28][P-:29]([F:34])([F:33])([F:32])([F:31])[F:30]. (3) Given the reactants [CH:1]1([CH2:7][CH2:8][N:9]2[C:17]3[C:12](=[CH:13][C:14]([CH3:18])=[CH:15][CH:16]=3)[C:11]([CH2:19][CH2:20][NH:21][CH3:22])=[CH:10]2)[CH2:6][CH2:5][CH2:4][CH2:3][CH2:2]1.[C:23](O)(C(F)(F)F)=O.C=O, predict the reaction product. The product is: [CH:1]1([CH2:7][CH2:8][N:9]2[C:17]3[C:12](=[CH:13][C:14]([CH3:18])=[CH:15][CH:16]=3)[C:11]3[CH2:19][CH2:20][N:21]([CH3:23])[CH2:22][C:10]2=3)[CH2:6][CH2:5][CH2:4][CH2:3][CH2:2]1. (4) Given the reactants [CH3:1][N:2]([C:13](=[O:38])[C:14]1[CH:19]=[C:18]([CH2:20][C:21]2[C:22](=[O:33])[C:23]([O:31][CH3:32])=[C:24]([O:29][CH3:30])[C:25](=[O:28])[C:26]=2[CH3:27])[CH:17]=[CH:16][C:15]=1[O:34]C(=O)C)[C:3]1[CH:8]=[CH:7][C:6]([C:9]([F:12])([F:11])[F:10])=[CH:5][CH:4]=1.C(=O)([O-])O.[Na+], predict the reaction product. The product is: [CH3:1][N:2]([C:13](=[O:38])[C:14]1[CH:19]=[C:18]([CH2:20][C:21]2[C:22](=[O:33])[C:23]([O:31][CH3:32])=[C:24]([O:29][CH3:30])[C:25](=[O:28])[C:26]=2[CH3:27])[CH:17]=[CH:16][C:15]=1[OH:34])[C:3]1[CH:4]=[CH:5][C:6]([C:9]([F:11])([F:12])[F:10])=[CH:7][CH:8]=1. (5) The product is: [CH2:1]([S:3][C:4]1[CH:12]=[C:11]([N:13]2[CH2:14][CH2:15][O:16][CH2:17][CH2:18]2)[CH:10]=[C:9]([CH3:19])[C:5]=1[C:6]([NH:8][CH2:26][C:25]1[CH:28]=[CH:29][CH:30]=[C:23]([F:22])[CH:24]=1)=[O:7])[CH3:2]. Given the reactants [CH2:1]([S:3][C:4]1[CH:12]=[C:11]([N:13]2[CH2:18][CH2:17][O:16][CH2:15][CH2:14]2)[CH:10]=[C:9]([CH3:19])[C:5]=1[C:6]([NH2:8])=[O:7])[CH3:2].[OH-].[Na+].[F:22][C:23]1[CH:24]=[C:25]([CH:28]=[CH:29][CH:30]=1)[CH2:26]Br, predict the reaction product.